This data is from Full USPTO retrosynthesis dataset with 1.9M reactions from patents (1976-2016). The task is: Predict the reactants needed to synthesize the given product. The reactants are: C[O:2][C:3](=[O:38])[CH2:4][CH2:5][NH:6][C:7]([C:9]1[S:10][C:11]([CH:14]([O:18][C:19]2[CH:24]=[C:23]([CH3:25])[C:22]([C:26]3[CH:31]=[CH:30][C:29]([O:32][C:33]([F:36])([F:35])[F:34])=[CH:28][CH:27]=3)=[C:21]([CH3:37])[CH:20]=2)[CH:15]([CH3:17])[CH3:16])=[CH:12][CH:13]=1)=[O:8].[Li+].[OH-].Cl. Given the product [CH3:25][C:23]1[CH:24]=[C:19]([O:18][CH:14]([C:11]2[S:10][C:9]([C:7]([NH:6][CH2:5][CH2:4][C:3]([OH:38])=[O:2])=[O:8])=[CH:13][CH:12]=2)[CH:15]([CH3:17])[CH3:16])[CH:20]=[C:21]([CH3:37])[C:22]=1[C:26]1[CH:31]=[CH:30][C:29]([O:32][C:33]([F:35])([F:34])[F:36])=[CH:28][CH:27]=1, predict the reactants needed to synthesize it.